The task is: Regression. Given a peptide amino acid sequence and an MHC pseudo amino acid sequence, predict their binding affinity value. This is MHC class I binding data.. This data is from Peptide-MHC class I binding affinity with 185,985 pairs from IEDB/IMGT. (1) The peptide sequence is VYERQPCWY. The MHC is HLA-B08:01 with pseudo-sequence HLA-B08:01. The binding affinity (normalized) is 0.0847. (2) The peptide sequence is GDLWETLRR. The MHC is Mamu-B8301 with pseudo-sequence Mamu-B8301. The binding affinity (normalized) is 0.152.